From a dataset of Catalyst prediction with 721,799 reactions and 888 catalyst types from USPTO. Predict which catalyst facilitates the given reaction. Reactant: C[Si](I)(C)C.[CH3:6][C@H:7]([O:11][C:12]1[CH:13]=[C:14]([CH:24]=[C:25]([O:27][C:28]2[CH:40]=[CH:39][C:31]3[C:32](=[O:38])[N:33]([CH3:37])[CH2:34][CH2:35][O:36][C:30]=3[CH:29]=2)[CH:26]=1)[C:15]([NH:17][C:18]1[S:22][N:21]=[C:20]([CH3:23])[N:19]=1)=[O:16])[CH2:8][O:9]C.C(=O)([O-])O.[Na+]. Product: [OH:9][CH2:8][C@@H:7]([O:11][C:12]1[CH:13]=[C:14]([CH:24]=[C:25]([O:27][C:28]2[CH:40]=[CH:39][C:31]3[C:32](=[O:38])[N:33]([CH3:37])[CH2:34][CH2:35][O:36][C:30]=3[CH:29]=2)[CH:26]=1)[C:15]([NH:17][C:18]1[S:22][N:21]=[C:20]([CH3:23])[N:19]=1)=[O:16])[CH3:6]. The catalyst class is: 10.